From a dataset of Reaction yield outcomes from USPTO patents with 853,638 reactions. Predict the reaction yield, written as a fraction of the theoretical maximum amount of product (1.0 means a 100% yield; for example, 0.34 means a 34% yield). (1) The reactants are [F:1][C:2]([P:8]([C:14]([F:20])([F:19])[C:15]([F:18])([F:17])[F:16])(=[O:13])[O:9][CH2:10][C:11]#[CH:12])([F:7])[C:3]([F:6])([F:5])[F:4].[CH3:21][N:22]1[CH:26]=[CH:25][N:24]=[CH:23]1. No catalyst specified. The product is [F:7][C:2]([P:8]([C:14]([F:19])([F:20])[C:15]([F:18])([F:17])[F:16])(=[O:9])[O-:13])([F:1])[C:3]([F:6])([F:5])[F:4].[CH2:10]([N+:24]1[CH:25]=[CH:26][N:22]([CH3:21])[CH:23]=1)[C:11]#[CH:12]. The yield is 0.990. (2) The reactants are [Si]([O:8][C@H:9]([C:41]1[CH:46]=[CH:45][C:44]([F:47])=[CH:43][CH:42]=1)[CH2:10][CH2:11][C@H:12]1[C:15](=[O:16])[N:14]([C:17]2[CH:22]=[CH:21][CH:20]=[CH:19][CH:18]=2)[C@@H:13]1[C:23]1[CH:28]=[CH:27][C:26]([C:29]2[CH:34]=[CH:33][CH:32]=[C:31]([P:35](=[O:40])([O:38]C)[O:36]C)[CH:30]=2)=[CH:25][CH:24]=1)(C(C)(C)C)(C)C.Br[Si](C)(C)C. The catalyst is ClCCl. The product is [F:47][C:44]1[CH:45]=[CH:46][C:41]([C@@H:9]([OH:8])[CH2:10][CH2:11][C@H:12]2[C:15](=[O:16])[N:14]([C:17]3[CH:18]=[CH:19][CH:20]=[CH:21][CH:22]=3)[C@@H:13]2[C:23]2[CH:28]=[CH:27][C:26]([C:29]3[CH:34]=[CH:33][CH:32]=[C:31]([P:35](=[O:36])([OH:40])[OH:38])[CH:30]=3)=[CH:25][CH:24]=2)=[CH:42][CH:43]=1. The yield is 0.990. (3) The reactants are [C:1]([NH:4][C:5]1[N:10]=[C:9]([C:11]2[CH:12]=[CH:13][C:14]([Cl:33])=[C:15]([CH:32]=2)[C:16]([NH:18][C:19]2[N:23]([C:24]3[CH:29]=[CH:28][CH:27]=[CH:26][CH:25]=3)[N:22]=[C:21]([C:30]#[N:31])[CH:20]=2)=[O:17])[CH:8]=[CH:7][CH:6]=1)(=[O:3])[CH3:2].C(=O)([O-])[O-:35].[K+].[K+].OO.Cl. The catalyst is CS(C)=O.O. The product is [C:1]([NH:4][C:5]1[N:10]=[C:9]([C:11]2[CH:12]=[CH:13][C:14]([Cl:33])=[C:15]([CH:32]=2)[C:16]([NH:18][C:19]2[N:23]([C:24]3[CH:25]=[CH:26][CH:27]=[CH:28][CH:29]=3)[N:22]=[C:21]([C:30]([NH2:31])=[O:35])[CH:20]=2)=[O:17])[CH:8]=[CH:7][CH:6]=1)(=[O:3])[CH3:2]. The yield is 0.620.